The task is: Regression. Given a peptide amino acid sequence and an MHC pseudo amino acid sequence, predict their binding affinity value. This is MHC class II binding data.. This data is from Peptide-MHC class II binding affinity with 134,281 pairs from IEDB. (1) The peptide sequence is LNKFISPKSVAGRFA. The MHC is DRB4_0101 with pseudo-sequence DRB4_0103. The binding affinity (normalized) is 0.192. (2) The peptide sequence is GAVDIINKWQVVAPQ. The MHC is HLA-DQA10401-DQB10402 with pseudo-sequence HLA-DQA10401-DQB10402. The binding affinity (normalized) is 0.0828. (3) The peptide sequence is ARRRRASEAPPTSHRRASRQ. The MHC is HLA-DQA10301-DQB10302 with pseudo-sequence HLA-DQA10301-DQB10302. The binding affinity (normalized) is 0.0601. (4) The peptide sequence is AVHADMGYWIESQKN. The MHC is DRB3_0101 with pseudo-sequence DRB3_0101. The binding affinity (normalized) is 0.705. (5) The peptide sequence is YDVPDYASLRSLVAS. The MHC is DRB1_1302 with pseudo-sequence DRB1_1302. The binding affinity (normalized) is 0.201. (6) The peptide sequence is IGMTNRATWASHIHL. The MHC is HLA-DQA10501-DQB10402 with pseudo-sequence HLA-DQA10501-DQB10402. The binding affinity (normalized) is 0.605. (7) The binding affinity (normalized) is 0. The peptide sequence is LKAMTADQEVPEKPDS. The MHC is DRB1_1301 with pseudo-sequence DRB1_1301. (8) The peptide sequence is KSFFAWSLSDATGTD. The MHC is DRB1_0101 with pseudo-sequence DRB1_0101. The binding affinity (normalized) is 0.719. (9) The peptide sequence is CIEYVTLNASQYANC. The binding affinity (normalized) is 0.346. The MHC is DRB1_0301 with pseudo-sequence DRB1_0301. (10) The peptide sequence is ISGIQYLAGLSTLPGNPA. The MHC is DRB1_0301 with pseudo-sequence DRB1_0301. The binding affinity (normalized) is 0.